Task: Predict the reactants needed to synthesize the given product.. Dataset: Full USPTO retrosynthesis dataset with 1.9M reactions from patents (1976-2016) (1) Given the product [C:37]([NH:21][NH:20][C:18]([C:15]1[N:16]=[N:17][C:12]([N:9]2[CH2:10][CH2:11][CH:6]([O:5][C:4]3[CH:22]=[CH:23][CH:24]=[CH:25][C:3]=3[C:2]([F:26])([F:1])[F:27])[CH2:7][CH2:8]2)=[CH:13][CH:14]=1)=[O:19])(=[O:39])[CH3:38], predict the reactants needed to synthesize it. The reactants are: [F:1][C:2]([F:27])([F:26])[C:3]1[CH:25]=[CH:24][CH:23]=[CH:22][C:4]=1[O:5][CH:6]1[CH2:11][CH2:10][N:9]([C:12]2[N:17]=[N:16][C:15]([C:18]([NH:20][NH2:21])=[O:19])=[CH:14][CH:13]=2)[CH2:8][CH2:7]1.C(N(CC)C(C)C)(C)C.[C:37](Cl)(=[O:39])[CH3:38]. (2) Given the product [CH:1]1([NH:4][C:6]2[CH:11]=[C:10]([C:12]3[CH:17]=[CH:16][CH:15]=[C:14]([Cl:18])[C:13]=3[Cl:19])[N:9]=[C:8]([NH2:20])[N:7]=2)[CH2:3][CH2:2]1, predict the reactants needed to synthesize it. The reactants are: [CH:1]1([NH2:4])[CH2:3][CH2:2]1.Cl[C:6]1[CH:11]=[C:10]([C:12]2[CH:17]=[CH:16][CH:15]=[C:14]([Cl:18])[C:13]=2[Cl:19])[N:9]=[C:8]([NH2:20])[N:7]=1. (3) The reactants are: [CH3:1][O:2][C:3]([C:5]1[S:6][C:7]([C:15]2[CH:20]=[CH:19][CH:18]=[CH:17][CH:16]=2)=[CH:8][C:9]=1[NH:10][CH:11]([CH3:14])[CH2:12]O)=[O:4].C(OC([N+](C(OCC)=O)=[N-])=O)C.C1(P([N:47]=[N+:48]=[N-:49])(C2C=CC=CC=2)=O)C=CC=CC=1.C1(P(C2C=CC=CC=2)C2C=CC=CC=2)C=CC=CC=1. Given the product [CH3:1][O:2][C:3]([C:5]1[S:6][C:7]([C:15]2[CH:20]=[CH:19][CH:18]=[CH:17][CH:16]=2)=[CH:8][C:9]=1[NH:10][CH:11]([CH3:14])[CH2:12][N:47]=[N+:48]=[N-:49])=[O:4], predict the reactants needed to synthesize it. (4) The reactants are: [Br:1][C:2]1[C:3]([OH:16])=[CH:4][C:5]2[C:6]([CH3:15])([CH3:14])[CH2:7][CH2:8][C:9]([CH3:13])([CH3:12])[C:10]=2[CH:11]=1.[C:17]([O:20][CH2:21][CH2:22][CH2:23][CH2:24][CH2:25]Br)(=[O:19])[CH3:18].C(=O)([O-])[O-].[K+].[K+].O. Given the product [C:17]([O:20][CH2:21][CH2:22][CH2:23][CH2:24][CH2:25][O:16][C:3]1[C:2]([Br:1])=[CH:11][C:10]2[C:9]([CH3:12])([CH3:13])[CH2:8][CH2:7][C:6]([CH3:15])([CH3:14])[C:5]=2[CH:4]=1)(=[O:19])[CH3:18], predict the reactants needed to synthesize it. (5) Given the product [OH:34][C:21]([CH3:33])([C:22]([NH:24][CH2:25][C:26]([F:32])([F:31])[C:27]([F:28])([F:29])[F:30])=[O:23])[C:20]([NH:19][C@@H:16]1[C:17](=[O:18])[N:11]([CH2:10][CH2:9][OH:8])[C:12]2[CH:44]=[CH:43][CH:42]=[CH:41][C:13]=2[N:14]([CH2:36][C:37]([F:39])([F:40])[F:38])[CH2:15]1)=[O:35], predict the reactants needed to synthesize it. The reactants are: C([O:8][CH2:9][CH2:10][N:11]1[C:17](=[O:18])[C@@H:16]([NH:19][C:20](=[O:35])[C:21]([OH:34])([CH3:33])[C:22]([NH:24][CH2:25][C:26]([F:32])([F:31])[C:27]([F:30])([F:29])[F:28])=[O:23])[CH2:15][N:14]([CH2:36][C:37]([F:40])([F:39])[F:38])[C:13]2[CH:41]=[CH:42][CH:43]=[CH:44][C:12]1=2)C1C=CC=CC=1. (6) Given the product [CH3:1][O:2][C:3](=[O:17])[C:4]1[CH:9]=[CH:8][C:7]([NH2:10])=[C:6]([C:13]([F:14])([F:16])[F:15])[CH:5]=1, predict the reactants needed to synthesize it. The reactants are: [CH3:1][O:2][C:3](=[O:17])[C:4]1[CH:9]=[CH:8][C:7]([N+:10]([O-])=O)=[C:6]([C:13]([F:16])([F:15])[F:14])[CH:5]=1.Cl. (7) Given the product [CH3:1][O:2][C:3](=[O:15])[CH2:4][C:5]1[C:13]2[C:8](=[CH:9][CH:10]=[C:11]([O:14][CH2:17][CH2:18][CH2:19][CH3:20])[CH:12]=2)[NH:7][CH:6]=1, predict the reactants needed to synthesize it. The reactants are: [CH3:1][O:2][C:3](=[O:15])[CH2:4][C:5]1[C:13]2[C:8](=[CH:9][CH:10]=[C:11]([OH:14])[CH:12]=2)[NH:7][CH:6]=1.I[CH2:17][CH2:18][CH2:19][CH3:20].C(=O)([O-])[O-].[K+].[K+].C(=O)(O)[O-].[Na+]. (8) Given the product [C:49]([O:53][C:54]([N:56]1[CH2:57][CH2:58][CH:59]([C:62]2[CH:67]=[CH:66][C:65]([NH:68][C:21]3[N:20]=[CH:19][C:18]4=[CH:17][CH:16]=[C:15]([C:11]5[CH:12]=[CH:13][CH:14]=[C:9]([S:6](=[O:7])(=[O:8])[NH:5][C:1]([CH3:2])([CH3:4])[CH3:3])[CH:10]=5)[N:23]4[N:22]=3)=[C:64]([O:69][CH3:70])[CH:63]=2)[CH2:60][CH2:61]1)=[O:55])([CH3:52])([CH3:51])[CH3:50], predict the reactants needed to synthesize it. The reactants are: [C:1]([NH:5][S:6]([C:9]1[CH:14]=[CH:13][CH:12]=[C:11]([C:15]2[N:23]3[C:18]([CH:19]=[N:20][C:21](O)=[N:22]3)=[CH:17][CH:16]=2)[CH:10]=1)(=[O:8])=[O:7])([CH3:4])([CH3:3])[CH3:2].C(N(CC)C(C)C)(C)C.[N-](S(C(F)(F)F)(=O)=O)S(C(F)(F)F)(=O)=O.[C:49]([O:53][C:54]([N:56]1[CH2:61][CH2:60][CH:59]([C:62]2[CH:67]=[CH:66][C:65]([NH2:68])=[C:64]([O:69][CH3:70])[CH:63]=2)[CH2:58][CH2:57]1)=[O:55])([CH3:52])([CH3:51])[CH3:50]. (9) Given the product [F:1][C:2]1[CH:3]=[C:4]([C:8]2[N:9]=[C:10]([N:18]3[CH2:19][CH2:20][N:21]([C:24]([O:26][C:27]([CH3:30])([CH3:29])[CH3:28])=[O:25])[CH2:22][CH2:23]3)[C:11]3[O:12][CH2:13][CH2:14][N:15]([C:42](=[O:48])[NH:56][C:53]4[CH:54]=[CH:55][N:50]=[CH:51][CH:52]=4)[C:16]=3[N:17]=2)[CH:5]=[CH:6][CH:7]=1, predict the reactants needed to synthesize it. The reactants are: [F:1][C:2]1[CH:3]=[C:4]([C:8]2[N:9]=[C:10]([N:18]3[CH2:23][CH2:22][N:21]([C:24]([O:26][C:27]([CH3:30])([CH3:29])[CH3:28])=[O:25])[CH2:20][CH2:19]3)[C:11]3[O:12][CH2:13][CH2:14][NH:15][C:16]=3[N:17]=2)[CH:5]=[CH:6][CH:7]=1.C(N(CC)CC)C.ClC(Cl)(O[C:42](=[O:48])OC(Cl)(Cl)Cl)Cl.[N:50]1[CH:55]=[CH:54][C:53]([NH2:56])=[CH:52][CH:51]=1. (10) Given the product [F:1][C:2]1[CH:7]=[C:6]([C:12]2[CH:20]=[CH:19][N:18]3[C:14](=[N:15][C:16]4[CH:24]=[CH:23][CH:22]=[CH:21][C:17]=43)[N:13]=2)[CH:5]=[CH:4][N:3]=1, predict the reactants needed to synthesize it. The reactants are: [F:1][C:2]1[CH:7]=[C:6](B(O)O)[CH:5]=[CH:4][N:3]=1.Cl[C:12]1[CH:20]=[CH:19][N:18]2[C:14](=[N:15][C:16]3[CH:24]=[CH:23][CH:22]=[CH:21][C:17]=32)[N:13]=1.